From a dataset of Peptide-MHC class II binding affinity with 134,281 pairs from IEDB. Regression. Given a peptide amino acid sequence and an MHC pseudo amino acid sequence, predict their binding affinity value. This is MHC class II binding data. (1) The peptide sequence is IPKGDFLTGPLNFTG. The MHC is HLA-DPA10103-DPB10301 with pseudo-sequence HLA-DPA10103-DPB10301. The binding affinity (normalized) is 0.149. (2) The peptide sequence is INEPTAAAIAYGLDR. The MHC is DRB1_1101 with pseudo-sequence DRB1_1101. The binding affinity (normalized) is 0.123.